This data is from Reaction yield outcomes from USPTO patents with 853,638 reactions. The task is: Predict the reaction yield, written as a fraction of the theoretical maximum amount of product (1.0 means a 100% yield; for example, 0.34 means a 34% yield). (1) The reactants are [C:1](Cl)(=[O:3])[CH3:2].[Cl:5][CH2:6][C@H:7]1[C:15]2[C:14]3[CH:16]=[CH:17][CH:18]=[CH:19][C:13]=3[C:12]([OH:20])=[CH:11][C:10]=2[N:9]([C:21]([O:23][C:24]([CH3:27])([CH3:26])[CH3:25])=[O:22])[CH2:8]1.N1C=CC=CC=1. The catalyst is C(Cl)Cl. The product is [C:1]([O:20][C:12]1[C:13]2[CH:19]=[CH:18][CH:17]=[CH:16][C:14]=2[C:15]2[C@H:7]([CH2:6][Cl:5])[CH2:8][N:9]([C:21]([O:23][C:24]([CH3:27])([CH3:26])[CH3:25])=[O:22])[C:10]=2[CH:11]=1)(=[O:3])[CH3:2]. The yield is 0.910. (2) The reactants are Br[C:2]1[CH:7]=[CH:6][C:5]([NH:8][N:9]2[C:17](=[O:18])[C:16]3[C:11](=[CH:12][CH:13]=[CH:14][CH:15]=3)[C:10]2=[O:19])=[CH:4][CH:3]=1.C([O-])([O-])=O.[K+].[K+].CO[CH2:28][CH2:29]OC. The catalyst is O.C1C=CC([P]([Pd]([P](C2C=CC=CC=2)(C2C=CC=CC=2)C2C=CC=CC=2)([P](C2C=CC=CC=2)(C2C=CC=CC=2)C2C=CC=CC=2)[P](C2C=CC=CC=2)(C2C=CC=CC=2)C2C=CC=CC=2)(C2C=CC=CC=2)C2C=CC=CC=2)=CC=1. The product is [CH:28]([C:2]1[CH:7]=[CH:6][C:5]([NH:8][N:9]2[C:17](=[O:18])[C:16]3[C:11](=[CH:12][CH:13]=[CH:14][CH:15]=3)[C:10]2=[O:19])=[CH:4][CH:3]=1)=[CH2:29]. The yield is 0.130. (3) The reactants are [NH2:1][C:2]1[C:7]([OH:8])=[CH:6][CH:5]=[CH:4][N:3]=1.ClC1C=CC=CC=1.[C:16]([CH:19]1[CH2:24][CH2:23][O:22][C:20]1=[O:21])(=O)[CH3:17]. The catalyst is O.C1(C)C=CC(S(O)(=O)=O)=CC=1.O. The product is [OH:8][C:7]1[C:2]2=[N:1][C:16]([CH3:17])=[C:19]([CH2:24][CH2:23][OH:22])[C:20](=[O:21])[N:3]2[CH:4]=[CH:5][CH:6]=1. The yield is 0.736. (4) The product is [CH2:36]([NH:43][C:2]1[N:7]=[CH:6][C:5]([S:8]([NH:11][CH2:12][CH2:13][O:14][C:15]2[CH:24]=[C:23]3[C:18]([CH2:19][CH2:20][N:21]=[C:22]3[C:25]3([C:29]4[CH:34]=[CH:33][C:32]([Cl:35])=[CH:31][CH:30]=4)[CH2:26][CH2:27][CH2:28]3)=[CH:17][CH:16]=2)(=[O:10])=[O:9])=[CH:4][CH:3]=1)[C:37]1[CH:42]=[CH:41][CH:40]=[CH:39][CH:38]=1. The catalyst is C(O)C. The reactants are Cl[C:2]1[N:7]=[CH:6][C:5]([S:8]([NH:11][CH2:12][CH2:13][O:14][C:15]2[CH:24]=[C:23]3[C:18]([CH2:19][CH2:20][N:21]=[C:22]3[C:25]3([C:29]4[CH:34]=[CH:33][C:32]([Cl:35])=[CH:31][CH:30]=4)[CH2:28][CH2:27][CH2:26]3)=[CH:17][CH:16]=2)(=[O:10])=[O:9])=[CH:4][CH:3]=1.[CH2:36]([NH2:43])[C:37]1[CH:42]=[CH:41][CH:40]=[CH:39][CH:38]=1. The yield is 0.200.